From a dataset of Retrosynthesis with 50K atom-mapped reactions and 10 reaction types from USPTO. Predict the reactants needed to synthesize the given product. (1) The reactants are: CC(C)(C)OC(=O)NCCC(=O)Oc1ccc(OC(F)(F)F)cc1. Given the product NCCC(=O)Oc1ccc(OC(F)(F)F)cc1, predict the reactants needed to synthesize it. (2) The reactants are: CCCc1cccc(OCOC)c1. Given the product CC=Cc1cccc(OCOC)c1, predict the reactants needed to synthesize it. (3) Given the product COc1ccc([N+](=O)[O-])cc1OCC(=O)N(C1CCCCC1)C1CCCCC1, predict the reactants needed to synthesize it. The reactants are: C1CCC(NC2CCCCC2)CC1.COc1ccc([N+](=O)[O-])cc1OCC(=O)Cl. (4) The reactants are: CCO.CCOC(=O)C(=O)C1=COCC1. Given the product CCOC(=O)C(=O)C1CCOC1OCC, predict the reactants needed to synthesize it. (5) Given the product CC(=O)OCc1c(-c2cc(Nc3cn(C)nn3)c(=O)n(C)c2)ccnc1-n1ncc2cc(C(C)(C)C)cc(F)c2c1=O, predict the reactants needed to synthesize it. The reactants are: CC(=O)OCc1c(B2OC(C)(C)C(C)(C)O2)ccnc1-n1ncc2cc(C(C)(C)C)cc(F)c2c1=O.Cn1cc(Nc2cc(Br)cn(C)c2=O)nn1. (6) Given the product CCCCS(=O)(=O)c1cccc(/C=C/CNC(=O)C(F)(F)F)c1, predict the reactants needed to synthesize it. The reactants are: C=CCNC(=O)C(F)(F)F.CCCCS(=O)(=O)c1cccc(Br)c1. (7) Given the product CCc1[nH]n(C2CCCC2)c2nc(-c3ccc(NS(C)(=O)=O)cc3)nc(=O)c1-2, predict the reactants needed to synthesize it. The reactants are: CCc1[nH]n(C2CCCC2)c2nc(-c3ccc(N)cc3)nc(=O)c1-2.CS(=O)(=O)Cl. (8) Given the product N[C@H]1CCC[C@H]1NS(=O)(=O)c1cc2cc(Cl)ccc2n1S(=O)(=O)c1ccccc1, predict the reactants needed to synthesize it. The reactants are: N[C@H]1CCC[C@H]1N.O=S(=O)(Cl)c1cc2cc(Cl)ccc2n1S(=O)(=O)c1ccccc1. (9) Given the product C[C@H](NC(=O)CNc1ncc(C=O)s1)C(=O)N[C@@H](C)C(=O)OC(C)(C)C, predict the reactants needed to synthesize it. The reactants are: C[C@H](N)C(=O)N[C@@H](C)C(=O)OC(C)(C)C.O=Cc1cnc(NCC(=O)O)s1.